This data is from Forward reaction prediction with 1.9M reactions from USPTO patents (1976-2016). The task is: Predict the product of the given reaction. (1) Given the reactants C(=O)([O-])[O-].[Na+].[Na+].[NH2:7][CH2:8][CH2:9][O:10][CH2:11][CH2:12][O:13][CH2:14][C:15]([OH:17])=[O:16].[OH:18][CH:19]1[CH:24]([OH:25])[CH:23]([OH:26])[CH:22]([CH2:27][OH:28])[O:21][C:20]1=[O:29], predict the reaction product. The product is: [OH:21][CH:22]([CH:23]([OH:26])[CH:24]([OH:25])[CH:19]([OH:18])[CH2:20][OH:29])[C:27]([NH:7][CH2:8][CH2:9][O:10][CH2:11][CH2:12][O:13][CH2:14][C:15]([OH:17])=[O:16])=[O:28]. (2) Given the reactants [CH2:1]([O:3][C:4](=[O:12])[C:5]1[CH:10]=[CH:9][CH:8]=[CH:7][C:6]=1[CH3:11])[CH3:2].[Br:13]N1C(=O)CCC1=O.N(C(C)(C)C#N)=NC(C)(C)C#N, predict the reaction product. The product is: [CH2:1]([O:3][C:4](=[O:12])[C:5]1[CH:10]=[CH:9][CH:8]=[CH:7][C:6]=1[CH2:11][Br:13])[CH3:2]. (3) The product is: [CH:10]1([C:6]2[C:5]([C:13]#[N:14])=[C:4]([OH:15])[N:25]=[C:23]([C:22]3[CH:21]=[CH:20][C:19]([N+:16]([O-:18])=[O:17])=[CH:27][CH:26]=3)[N:24]=2)[CH2:11][CH2:12]1. Given the reactants C(O[C:4](=[O:15])[C:5]([C:13]#[N:14])=[C:6]([CH:10]1[CH2:12][CH2:11]1)OCC)C.[N+:16]([C:19]1[CH:27]=[CH:26][C:22]([C:23](=[NH:25])[NH2:24])=[CH:21][CH:20]=1)([O-:18])=[O:17].O.Cl, predict the reaction product. (4) Given the reactants [CH2:1]([CH:8]1[C:14]2[CH:15]=[C:16]([O:19][CH3:20])[CH:17]=[CH:18][C:13]=2[CH2:12][CH2:11][C:10](=O)[NH:9]1)[C:2]1[CH:7]=[CH:6][CH:5]=[CH:4][CH:3]=1.O, predict the reaction product. The product is: [CH2:1]([CH:8]1[C:14]2[CH:15]=[C:16]([O:19][CH3:20])[CH:17]=[CH:18][C:13]=2[CH2:12][CH2:11][CH2:10][NH:9]1)[C:2]1[CH:3]=[CH:4][CH:5]=[CH:6][CH:7]=1. (5) Given the reactants [CH3:1][O:2][C:3]1[CH:4]=[C:5]2[O:25][C:24]([CH3:27])([CH3:26])[CH:23]=[CH:22][C:6]2=[C:7]2[C:16]=1[C:15](=[O:17])[C:14]1[CH:13]=[C:12]3[CH:18]=[CH:19][CH:20]=[CH:21][C:11]3=[CH:10][C:9]=1[NH:8]2.[OH2:28].C[N+]1([O-])CC[O:33]CC1.OS([O-])=O.[Na+], predict the reaction product. The product is: [OH:28][CH:23]1[C:24]([CH3:27])([CH3:26])[O:25][C:5]2[C:6](=[C:7]3[C:16](=[C:3]([O:2][CH3:1])[CH:4]=2)[C:15](=[O:17])[C:14]2[CH:13]=[C:12]4[CH:18]=[CH:19][CH:20]=[CH:21][C:11]4=[CH:10][C:9]=2[NH:8]3)[C:22]1=[O:33].